Dataset: Reaction yield outcomes from USPTO patents with 853,638 reactions. Task: Predict the reaction yield, written as a fraction of the theoretical maximum amount of product (1.0 means a 100% yield; for example, 0.34 means a 34% yield). (1) The reactants are [CH2:1]([NH:3][C:4]([N:6]1[N:10]=[CH:9][C:8]2([CH2:14][CH2:13][CH2:12][CH2:11]2)[CH2:7]1)=[NH:5])[CH3:2].CCN(P1(N(C)CCCN1C)=NC(C)(C)C)CC.[CH3:33][C:34]1[CH:35]=[C:36]([S:47](Cl)(=[O:49])=[O:48])[CH:37]=[CH:38][C:39]=1[NH:40][C:41](=[O:46])[C:42]([F:45])([F:44])[F:43].Cl. The catalyst is CN(C=O)C. The product is [CH2:7]1[C:8]2([CH2:14][CH2:13][CH2:12][CH2:11]2)[CH:9]=[N:10][N:6]1[C:4](=[N:5][S:47]([C:36]1[CH:37]=[CH:38][C:39]([NH:40][C:41](=[O:46])[C:42]([F:43])([F:44])[F:45])=[C:34]([CH3:33])[CH:35]=1)(=[O:49])=[O:48])[NH:3][CH2:1][CH3:2]. The yield is 0.390. (2) The reactants are Br[CH2:2][CH2:3][OH:4].[C:5]([O:9][C:10](=[O:18])[NH:11][CH:12]1[CH2:17][CH2:16][NH:15][CH2:14][CH2:13]1)([CH3:8])([CH3:7])[CH3:6].C(=O)([O-])[O-].[K+].[K+]. The catalyst is CN(C)C=O. The product is [C:5]([O:9][C:10](=[O:18])[NH:11][CH:12]1[CH2:17][CH2:16][N:15]([CH2:2][CH2:3][OH:4])[CH2:14][CH2:13]1)([CH3:8])([CH3:6])[CH3:7]. The yield is 0.970. (3) The reactants are [NH2:1][C@@H:2]1[C:16](=[O:17])[N:15]2[CH2:18][C@H:19]([O:21][C:22]3[C:23]4[S:36][CH:35]=[CH:34][C:24]=4[N:25]=[C:26]([C:28]4[CH:33]=[CH:32][CH:31]=[CH:30][N:29]=4)[N:27]=3)[CH2:20][C@H:14]2[C:13](=[O:37])[NH:12][C@:11]2([C:39]([O:41][CH3:42])=[O:40])[CH2:38][C@H:10]2[CH:9]=[CH:8][CH2:7][CH2:6][CH2:5][CH2:4][CH2:3]1.[CH:43]1([CH2:46][C:47](O)=[O:48])[CH2:45][CH2:44]1.C(N(CC)CC)C.CN(C(ON1N=NC2C=CC=NC1=2)=[N+](C)C)C.F[P-](F)(F)(F)(F)F.C(=O)(O)[O-].[Na+]. The catalyst is CC(N(C)C)=O.C(OCC)(=O)C. The product is [CH:43]1([CH2:46][C:47]([NH:1][C@@H:2]2[C:16](=[O:17])[N:15]3[CH2:18][C@H:19]([O:21][C:22]4[C:23]5[S:36][CH:35]=[CH:34][C:24]=5[N:25]=[C:26]([C:28]5[CH:33]=[CH:32][CH:31]=[CH:30][N:29]=5)[N:27]=4)[CH2:20][C@H:14]3[C:13](=[O:37])[NH:12][C@:11]3([C:39]([O:41][CH3:42])=[O:40])[CH2:38][C@H:10]3[CH:9]=[CH:8][CH2:7][CH2:6][CH2:5][CH2:4][CH2:3]2)=[O:48])[CH2:45][CH2:44]1. The yield is 0.890.